From a dataset of Catalyst prediction with 721,799 reactions and 888 catalyst types from USPTO. Predict which catalyst facilitates the given reaction. (1) Reactant: [F:1][C:2]1[CH:3]=[C:4]([C@@H:13]([C:28]2[C:33]([F:34])=[CH:32][CH:31]=[CH:30][N:29]=2)[NH:14][C:15](=[O:27])[C:16]2[CH:21]=[C:20]([N+:22]([O-])=O)[C:19]([O:25][CH3:26])=[CH:18][N:17]=2)[CH:5]=[CH:6][C:7]=1[O:8][C:9]([F:12])([F:11])[F:10].CCOC(C)=O. Product: [NH2:22][C:20]1[C:19]([O:25][CH3:26])=[CH:18][N:17]=[C:16]([C:15]([NH:14][C@@H:13]([C:4]2[CH:5]=[CH:6][C:7]([O:8][C:9]([F:10])([F:11])[F:12])=[C:2]([F:1])[CH:3]=2)[C:28]2[C:33]([F:34])=[CH:32][CH:31]=[CH:30][N:29]=2)=[O:27])[CH:21]=1. The catalyst class is: 227. (2) Reactant: [NH2:1][CH:2]1[CH2:5][C:4]([CH2:7][OH:8])([OH:6])[CH2:3]1.[Cl:9][C:10]1[C:15]([CH2:16][CH:17]=O)=[C:14](Cl)[N:13]=[CH:12][N:11]=1.C(N(C(C)C)CC)(C)C.FC(F)(F)C(O)=O.C(=O)([O-])O.[Na+]. Product: [Cl:9][C:10]1[C:15]2[CH:16]=[CH:17][N:1]([CH:2]3[CH2:5][C:4]([CH2:7][OH:8])([OH:6])[CH2:3]3)[C:14]=2[N:13]=[CH:12][N:11]=1. The catalyst class is: 8. (3) Reactant: [Br:1][C:2]1[CH:3]=[CH:4][C:5]([NH:8][NH2:9])=[N:6][CH:7]=1.C(N(CC)CC)C.C1COCC1.[Cl:22][C:23]1[CH:31]=[CH:30][CH:29]=[CH:28][C:24]=1[C:25](Cl)=[O:26]. Product: [Br:1][C:2]1[CH:3]=[CH:4][C:5]([NH:8][NH:9][C:25](=[O:26])[C:24]2[CH:28]=[CH:29][CH:30]=[CH:31][C:23]=2[Cl:22])=[N:6][CH:7]=1. The catalyst class is: 2.